This data is from Full USPTO retrosynthesis dataset with 1.9M reactions from patents (1976-2016). The task is: Predict the reactants needed to synthesize the given product. (1) Given the product [F:32][C:29]1[CH:30]=[CH:31][C:26]([C:24]2[N:1]([CH:4]3[CH2:23][N:8]4[C:9]5[C:14]([C:15]([CH2:16][C:17]([OH:19])=[O:18])=[C:7]4[CH2:6][CH2:5]3)=[CH:13][CH:12]=[CH:11][CH:10]=5)[N:2]=[N:3][CH:25]=2)=[CH:27][CH:28]=1, predict the reactants needed to synthesize it. The reactants are: [N:1]([CH:4]1[CH2:23][N:8]2[C:9]3[C:14]([C:15]([CH2:16][C:17]([O:19]CCC)=[O:18])=[C:7]2[CH2:6][CH2:5]1)=[CH:13][CH:12]=[CH:11][CH:10]=3)=[N+:2]=[N-:3].[C:24]([C:26]1[CH:31]=[CH:30][C:29]([F:32])=[CH:28][CH:27]=1)#[CH:25]. (2) Given the product [CH:12]1([NH:11][C:4]2[N:3]=[C:2]([NH:24][C:22]3[CH:21]=[N:20][N:19]([CH3:18])[CH:23]=3)[N:10]=[C:9]3[C:5]=2[N:6]=[CH:7][NH:8]3)[CH2:17][CH2:16][CH2:15][CH2:14][CH2:13]1, predict the reactants needed to synthesize it. The reactants are: Cl[C:2]1[N:10]=[C:9]2[C:5]([N:6]=[CH:7][NH:8]2)=[C:4]([NH:11][CH:12]2[CH2:17][CH2:16][CH2:15][CH2:14][CH2:13]2)[N:3]=1.[CH3:18][N:19]1[CH:23]=[C:22]([NH2:24])[CH:21]=[N:20]1.[Si](Cl)(C)(C)C. (3) Given the product [CH3:1][C:2]1[C:6]([CH2:7][N:8]2[CH:12]=[C:11]([N:13]3[C:17](=[O:18])[CH:16]([CH2:22][OH:23])[NH:15][C:14]3=[O:19])[CH:10]=[N:9]2)=[C:5]([CH3:20])[O:4][N:3]=1, predict the reactants needed to synthesize it. The reactants are: [CH3:1][C:2]1[C:6]([CH2:7][N:8]2[CH:12]=[C:11]([N:13]3[C:17](=[O:18])[CH2:16][NH:15][C:14]3=[O:19])[CH:10]=[N:9]2)=[C:5]([CH3:20])[O:4][N:3]=1.Cl.[CH3:22][O:23]C(=O)[C@H](CO)N.C(N(CC)CC)C. (4) Given the product [Cl:1][C:2]1[N:11]=[CH:10][CH:9]=[C:8]2[C:3]=1[CH:4]=[C:5]([C:30]1[CH:31]=[CH:32][CH:33]=[CH:34][CH:35]=1)[C:6]([C:12]1[CH:13]=[CH:14][C:15]([C:18]3([NH2:22])[CH2:19][CH2:20][CH2:21]3)=[CH:16][CH:17]=1)=[N:7]2, predict the reactants needed to synthesize it. The reactants are: [Cl:1][C:2]1[N:11]=[CH:10][CH:9]=[C:8]2[C:3]=1[CH:4]=[C:5]([C:30]1[CH:35]=[CH:34][CH:33]=[CH:32][CH:31]=1)[C:6]([C:12]1[CH:17]=[CH:16][C:15]([C:18]3([NH:22]C(=O)OC(C)(C)C)[CH2:21][CH2:20][CH2:19]3)=[CH:14][CH:13]=1)=[N:7]2.Cl.CCOC(C)=O. (5) Given the product [CH2:11]([O:18][C@H:19]1[C@H:24]([O:25][CH2:26][C:27]2[CH:32]=[CH:31][CH:30]=[CH:29][CH:28]=2)[C@@H:23]([O:33][CH2:34][C:35]2[CH:40]=[CH:39][CH:38]=[CH:37][CH:36]=2)[C@@:22]([C:43]2[CH:48]=[CH:47][C:46]([Cl:49])=[C:45]([CH2:50][C:51]3[CH:52]=[CH:53][C:54]([O:57][C:58]([F:60])([F:61])[F:59])=[CH:55][CH:56]=3)[CH:44]=2)([O:41][CH3:42])[O:21][C@@H:20]1[CH:62]=[O:63])[C:12]1[CH:13]=[CH:14][CH:15]=[CH:16][CH:17]=1, predict the reactants needed to synthesize it. The reactants are: C(Cl)(=O)C(Cl)=O.CS(C)=O.[CH2:11]([O:18][C@H:19]1[C@H:24]([O:25][CH2:26][C:27]2[CH:32]=[CH:31][CH:30]=[CH:29][CH:28]=2)[C@@H:23]([O:33][CH2:34][C:35]2[CH:40]=[CH:39][CH:38]=[CH:37][CH:36]=2)[C@@:22]([C:43]2[CH:48]=[CH:47][C:46]([Cl:49])=[C:45]([CH2:50][C:51]3[CH:56]=[CH:55][C:54]([O:57][C:58]([F:61])([F:60])[F:59])=[CH:53][CH:52]=3)[CH:44]=2)([O:41][CH3:42])[O:21][C@@H:20]1[CH2:62][OH:63])[C:12]1[CH:17]=[CH:16][CH:15]=[CH:14][CH:13]=1.C(N(CC)CC)C. (6) Given the product [CH3:1][O:2][C:3](=[O:21])[CH2:4][CH2:5][CH2:6][CH2:7][C:8]1[N:9]=[C:10]([C:13]2[CH:18]=[CH:17][CH:16]=[CH:15][C:14]=2[OH:19])[S:11][CH:12]=1, predict the reactants needed to synthesize it. The reactants are: [CH3:1][O:2][C:3](=[O:21])[CH2:4][CH2:5][CH2:6][CH2:7][C:8]1[N:9]=[C:10]([C:13]2[CH:18]=[CH:17][CH:16]=[CH:15][C:14]=2[O:19]C)[S:11][CH:12]=1.B(Br)(Br)Br.